Dataset: Peptide-MHC class II binding affinity with 134,281 pairs from IEDB. Task: Regression. Given a peptide amino acid sequence and an MHC pseudo amino acid sequence, predict their binding affinity value. This is MHC class II binding data. The peptide sequence is GEFLLDLRPATAWSLYAV. The MHC is DRB1_1101 with pseudo-sequence DRB1_1101. The binding affinity (normalized) is 0.425.